Dataset: Forward reaction prediction with 1.9M reactions from USPTO patents (1976-2016). Task: Predict the product of the given reaction. Given the reactants [Cl:1][C:2]1[CH:18]=[CH:17][C:5]2[CH2:6][CH2:7][N:8]([C:11](=[O:16])[C:12]([F:15])([F:14])[F:13])[CH2:9][CH2:10][C:4]=2[C:3]=1OS(C(F)(F)F)(=O)=O.[CH3:27][O:28][C:29]1[CH:36]=[CH:35][C:32]([CH2:33][NH2:34])=[CH:31][CH:30]=1.C1C=CC(P(C2C(C3C(P(C4C=CC=CC=4)C4C=CC=CC=4)=CC=C4C=3C=CC=C4)=C3C(C=CC=C3)=CC=2)C2C=CC=CC=2)=CC=1.C(=O)([O-])[O-].[Cs+].[Cs+], predict the reaction product. The product is: [Cl:1][C:2]1[CH:18]=[CH:17][C:5]2[CH2:6][CH2:7][N:8]([C:11](=[O:16])[C:12]([F:15])([F:14])[F:13])[CH2:9][CH2:10][C:4]=2[C:3]=1[NH:34][CH2:33][C:32]1[CH:35]=[CH:36][C:29]([O:28][CH3:27])=[CH:30][CH:31]=1.